This data is from Catalyst prediction with 721,799 reactions and 888 catalyst types from USPTO. The task is: Predict which catalyst facilitates the given reaction. (1) Reactant: C(O[C:4](=[O:13])[C:5](=[O:12])[CH2:6][C:7](=[O:11])[CH:8]([CH3:10])[CH3:9])C.[Cl:14][C:15]1[CH:22]=[CH:21][C:18]([CH:19]=O)=[C:17]([CH3:23])[CH:16]=1.[Cl:24][C:25]1[CH:26]=[CH:27][C:28]([CH3:32])=[C:29]([CH:31]=1)[NH2:30]. Product: [Cl:24][C:25]1[CH:26]=[CH:27][C:28]([CH3:32])=[C:29]([N:30]2[CH:19]([C:18]3[CH:21]=[CH:22][C:15]([Cl:14])=[CH:16][C:17]=3[CH3:23])[C:6]([C:7](=[O:11])[CH:8]([CH3:9])[CH3:10])=[C:5]([OH:12])[C:4]2=[O:13])[CH:31]=1. The catalyst class is: 52. (2) Reactant: [N+:1]([C:4]1[CH:13]=[C:12]2[C:7]([CH2:8][CH2:9][C:10](=[O:14])[O:11]2)=[CH:6][CH:5]=1)([O-:3])=[O:2].[NH:15]1[CH2:19][CH2:18][CH2:17][CH2:16]1. Product: [OH:11][C:12]1[CH:13]=[C:4]([N+:1]([O-:3])=[O:2])[CH:5]=[CH:6][C:7]=1[CH2:8][CH2:9][C:10]([N:15]1[CH2:19][CH2:18][CH2:17][CH2:16]1)=[O:14]. The catalyst class is: 7.